This data is from Full USPTO retrosynthesis dataset with 1.9M reactions from patents (1976-2016). The task is: Predict the reactants needed to synthesize the given product. (1) Given the product [CH2:18]([O:1][C:2]1[CH:11]=[C:6]([C:7]([O:9][CH3:10])=[O:8])[CH:5]=[C:4]([CH:3]=1)[C:12]([O:14][CH3:15])=[O:13])[C:19]1[CH:24]=[CH:23][CH:22]=[CH:21][CH:20]=1, predict the reactants needed to synthesize it. The reactants are: [OH:1][C:2]1[CH:3]=[C:4]([C:12]([O:14][CH3:15])=[O:13])[CH:5]=[C:6]([CH:11]=1)[C:7]([O:9][CH3:10])=[O:8].[H-].[Na+].[CH2:18](Br)[C:19]1[CH:24]=[CH:23][CH:22]=[CH:21][CH:20]=1. (2) Given the product [CH2:15]([N:14]([CH2:12][CH3:13])[C:7](=[O:8])[C:6]1[CH:10]=[CH:11][C:3]([CH2:2][Cl:1])=[CH:4][CH:5]=1)[C:16]1[CH:21]=[CH:20][CH:19]=[CH:18][CH:17]=1, predict the reactants needed to synthesize it. The reactants are: [Cl:1][CH2:2][C:3]1[CH:11]=[CH:10][C:6]([C:7](Cl)=[O:8])=[CH:5][CH:4]=1.[CH2:12]([NH:14][CH2:15][C:16]1[CH:21]=[CH:20][CH:19]=[CH:18][CH:17]=1)[CH3:13]. (3) Given the product [NH2:1][C:2]1[CH:9]=[C:8]([O:17][C@@H:14]2[CH2:15][CH2:16][N:12]([CH3:11])[CH2:13]2)[C:5]([C:6]#[N:7])=[CH:4][N:3]=1, predict the reactants needed to synthesize it. The reactants are: [NH2:1][C:2]1[CH:9]=[C:8](F)[C:5]([C:6]#[N:7])=[CH:4][N:3]=1.[CH3:11][N:12]1[CH2:16][CH2:15][C@@H:14]([OH:17])[CH2:13]1. (4) Given the product [CH2:31]([C:4]1[N:5]=[C:6]([CH2:8][CH2:9][NH:10][C:11]([NH:13][C:14]2[S:15][C:16]([C:20]3[CH:25]=[CH:24][C:23]([S:26]([CH3:29])(=[O:28])=[O:27])=[C:22]([F:30])[CH:21]=3)=[C:17]([CH3:19])[N:18]=2)=[O:12])[O:7][CH:3]=1)[CH3:32], predict the reactants needed to synthesize it. The reactants are: C([C:3]1[O:7][C:6]([CH2:8][CH2:9][NH:10][C:11]([NH:13][C:14]2[S:15][C:16]([C:20]3[CH:25]=[CH:24][C:23]([S:26]([CH3:29])(=[O:28])=[O:27])=[C:22]([F:30])[CH:21]=3)=[C:17]([CH3:19])[N:18]=2)=[O:12])=[N:5][CH:4]=1)C.[CH2:31](C1OC(CCN)=NC=1)[CH3:32].C(C1N=C(CCN)OC=1)C.Cl.C(C1OC(CCN)=NC=1)C.NCC(O)CC.NC(CC)CO. (5) Given the product [CH3:3][C:2]([C:35]([OH:37])=[O:36])([C:4]1[CH:9]=[CH:8][C:7]([CH:10]([OH:34])[CH2:11][CH2:12][CH2:13][N:14]2[CH2:15][CH2:16][CH:17]([C:20]([OH:33])([C:21]3[CH:26]=[CH:25][CH:24]=[CH:23][CH:22]=3)[C:27]3[CH:28]=[CH:29][CH:30]=[CH:31][CH:32]=3)[CH2:18][CH2:19]2)=[CH:6][CH:5]=1)[CH3:1], predict the reactants needed to synthesize it. The reactants are: [CH3:1][C:2]([C:35]([OH:37])=[O:36])([C:4]1[CH:5]=[CH:6][C:7]([CH:10]([OH:34])[CH2:11][CH2:12][CH2:13][N:14]2[CH2:19][CH2:18][CH:17]([C:20]([OH:33])([C:27]3[CH:28]=[CH:29][CH:30]=[CH:31][CH:32]=3)[C:21]3[CH:22]=[CH:23][CH:24]=[CH:25][CH:26]=3)[CH2:16][CH2:15]2)=[CH:8][CH:9]=1)[CH3:3].Cl. (6) Given the product [CH3:12][CH:8]1[CH2:7][C:6]2[C:10](=[C:2]([C:13]3[CH:18]=[CH:17][CH:16]=[CH:15][CH:14]=3)[CH:3]=[CH:4][CH:5]=2)[C:9]1=[O:11], predict the reactants needed to synthesize it. The reactants are: Br[C:2]1[CH:3]=[CH:4][CH:5]=[C:6]2[C:10]=1[C:9](=[O:11])[CH:8]([CH3:12])[CH2:7]2.[C:13]1(B(O)O)[CH:18]=[CH:17][CH:16]=[CH:15][CH:14]=1.C(=O)([O-])[O-].[Na+].[Na+].O. (7) Given the product [CH3:3][O:4][C:5](=[O:17])[CH:6]([NH:9][C:10]([O:12][C:13]([CH3:15])([CH3:14])[CH3:16])=[O:11])[CH2:7][I:8], predict the reactants needed to synthesize it. The reactants are: II.[CH3:3][O:4][C:5](=[O:17])[C@H:6]([NH:9][C:10]([O:12][C:13]([CH3:16])([CH3:15])[CH3:14])=[O:11])[CH2:7][I:8].C1(P(C2CCCCC2)C2C=CC=CC=2C2C(OC)=CC=CC=2OC)CCCCC1.BrC1CCCC=1.